Dataset: Forward reaction prediction with 1.9M reactions from USPTO patents (1976-2016). Task: Predict the product of the given reaction. (1) Given the reactants [Cl:1][C:2]1[CH:7]=[C:6]([Cl:8])[CH:5]=[CH:4][C:3]=1[NH:9][C:10]1[N:14]([CH2:15][CH2:16][CH2:17]O)[C:13]2[C:19]([C:23]([O:25][CH3:26])=[O:24])=[CH:20][CH:21]=[CH:22][C:12]=2[N:11]=1.CS(Cl)(=O)=O.C(=O)([O-])[O-].[K+].[K+], predict the reaction product. The product is: [Cl:1][C:2]1[CH:7]=[C:6]([Cl:8])[CH:5]=[CH:4][C:3]=1[N:9]1[C:10]2=[N:11][C:12]3[C:13](=[C:19]([C:23]([O:25][CH3:26])=[O:24])[CH:20]=[CH:21][CH:22]=3)[N:14]2[CH2:15][CH2:16][CH2:17]1. (2) Given the reactants [NH:1]1[CH:5]=[CH:4][N:3]=[C:2]1[CH:6]1[CH2:11][CH2:10][N:9]([C:12]([O:14][C:15]([CH3:18])([CH3:17])[CH3:16])=[O:13])[CH2:8][CH2:7]1.O1CCCC1.[Br:24]N1C(=O)CCC1=O, predict the reaction product. The product is: [Br:24][C:5]1[N:1]=[C:2]([CH:6]2[CH2:7][CH2:8][N:9]([C:12]([O:14][C:15]([CH3:18])([CH3:17])[CH3:16])=[O:13])[CH2:10][CH2:11]2)[NH:3][CH:4]=1. (3) Given the reactants [CH:1]1[CH:6]=[C:5]2[C:7]([NH:9][C:10]([NH:12][C:4]2=[CH:3][CH:2]=1)=[O:11])=[O:8].[CH:13]([CH:15]=[CH2:16])=[O:14], predict the reaction product. The product is: [O:11]=[C:10]1[N:9]([CH2:16][CH2:15][CH:13]=[O:14])[C:7](=[O:8])[C:5]2[C:4](=[CH:3][CH:2]=[CH:1][CH:6]=2)[NH:12]1. (4) Given the reactants [CH2:1]([O:3][C:4](=[O:25])[C:5]1[CH:10]=[CH:9][C:8]([N:11]2[CH2:16][CH2:15][CH:14]([C:17]([O:19][C:20]([CH3:23])([CH3:22])[CH3:21])=[O:18])[CH2:13][CH2:12]2)=[N:7][C:6]=1[Cl:24])[CH3:2].[Cl:26]N1C(=O)CCC1=O, predict the reaction product. The product is: [CH2:1]([O:3][C:4](=[O:25])[C:5]1[CH:10]=[C:9]([Cl:26])[C:8]([N:11]2[CH2:16][CH2:15][CH:14]([C:17]([O:19][C:20]([CH3:21])([CH3:23])[CH3:22])=[O:18])[CH2:13][CH2:12]2)=[N:7][C:6]=1[Cl:24])[CH3:2]. (5) The product is: [CH2:10]([N:4]1[CH2:1][C@H:2]2[C@:6]([OH:7])([CH2:3]2)[CH2:5]1)[C:11]1[CH:16]=[CH:15][CH:14]=[CH:13][CH:12]=1. Given the reactants [CH2:1]([N:4]([CH2:10][C:11]1[CH:16]=[CH:15][CH:14]=[CH:13][CH:12]=1)[CH2:5][C:6](OC)=[O:7])[CH:2]=[CH2:3].C1([Mg]Cl)CCCC1, predict the reaction product. (6) The product is: [Cl:1][C:2]1[CH:3]=[C:4]([CH:8]=[C:9]([Cl:14])[C:10]=1[O:11][CH2:12][CH3:13])[NH2:21]. Given the reactants [Cl:1][C:2]1[CH:3]=[C:4]([CH:8]=[C:9]([Cl:14])[C:10]=1[O:11][CH2:12][CH3:13])C(O)=O.[H-].[Na+].ICC.C[N:21](C=O)C, predict the reaction product.